Dataset: Forward reaction prediction with 1.9M reactions from USPTO patents (1976-2016). Task: Predict the product of the given reaction. (1) Given the reactants [Cl:1][C:2]1[CH:3]=[C:4]2[C@:10]3([CH2:14][CH2:13][NH:12][CH2:11]3)[CH2:9][N:8]([C:15]([NH:17][C:18]3[S:19][C:20](Cl)=[CH:21][N:22]=3)=[O:16])[C:5]2=[CH:6][CH:7]=1.ClC1C=C2C3(CCNC3)C[N:31]([C:38](NC3SC(Cl)=CN=3)=[O:39])[C:28]2=CC=1.NC1SC([F:53])=CN=1, predict the reaction product. The product is: [Cl:1][C:2]1[CH:3]=[C:4]2[C@@:10]3([CH2:14][CH2:13][N:12]([C:38]([NH:31][CH3:28])=[O:39])[CH2:11]3)[CH2:9][N:8]([C:15]([NH:17][C:18]3[S:19][C:20]([F:53])=[CH:21][N:22]=3)=[O:16])[C:5]2=[CH:6][CH:7]=1. (2) Given the reactants [C:1]([O:5][C:6]([N:8]([CH2:23][C:24]1[CH:29]=[CH:28][C:27]([N:30]2[CH2:35][CH2:34][N:33]([C:36]([O:38][C:39]([CH3:42])([CH3:41])[CH3:40])=[O:37])[CH2:32][CH2:31]2)=[CH:26][CH:25]=1)[CH2:9][CH2:10][C:11]1[CH:16]=[C:15]([O:17][CH3:18])[C:14]([N+:19]([O-])=O)=[CH:13][C:12]=1[Cl:22])=[O:7])([CH3:4])([CH3:3])[CH3:2].[NH4+].[Cl-], predict the reaction product. The product is: [C:39]([O:38][C:36]([N:33]1[CH2:34][CH2:35][N:30]([C:27]2[CH:28]=[CH:29][C:24]([CH2:23][N:8]([CH2:9][CH2:10][C:11]3[CH:16]=[C:15]([O:17][CH3:18])[C:14]([NH2:19])=[CH:13][C:12]=3[Cl:22])[C:6]([O:5][C:1]([CH3:3])([CH3:2])[CH3:4])=[O:7])=[CH:25][CH:26]=2)[CH2:31][CH2:32]1)=[O:37])([CH3:40])([CH3:41])[CH3:42]. (3) Given the reactants Br[C:2]1[CH:3]=[CH:4][C:5]([O:8][CH2:9][CH2:10][N:11]2[CH2:15][CH2:14][CH2:13][CH2:12]2)=[N:6][CH:7]=1.[Li]CCCC.[CH3:21][O:22][C:23]1[CH:24]=[C:25]2[C:30](=[CH:31][CH:32]=1)[C:29](=[O:33])[CH2:28][CH2:27][CH2:26]2.C([O-])(O)=O.[Na+], predict the reaction product. The product is: [CH3:21][O:22][C:23]1[CH:24]=[C:25]2[C:30](=[CH:31][CH:32]=1)[C:29]([C:2]1[CH:7]=[N:6][C:5]([O:8][CH2:9][CH2:10][N:11]3[CH2:15][CH2:14][CH2:13][CH2:12]3)=[CH:4][CH:3]=1)([OH:33])[CH2:28][CH2:27][CH2:26]2. (4) Given the reactants [N+:1]([C:4]1[CH:9]=[CH:8][C:7]([OH:10])=[CH:6][CH:5]=1)([O-:3])=[O:2].Br[CH2:12][CH2:13][O:14][CH3:15].C([O-])([O-])=O.[K+].[K+].O, predict the reaction product. The product is: [CH3:15][O:14][CH2:13][CH2:12][O:10][C:7]1[CH:8]=[CH:9][C:4]([N+:1]([O-:3])=[O:2])=[CH:5][CH:6]=1.